Dataset: Reaction yield outcomes from USPTO patents with 853,638 reactions. Task: Predict the reaction yield, written as a fraction of the theoretical maximum amount of product (1.0 means a 100% yield; for example, 0.34 means a 34% yield). The reactants are [CH3:1][C:2]([S:5]([NH2:7])=[O:6])([CH3:4])[CH3:3].[Br:8][C:9]1[CH:18]=[C:17]2[C:12]([CH2:13][CH2:14][C:15]3([CH2:21][CH2:20]3)[C:16]2=O)=[CH:11][CH:10]=1.CO.C([O-])(O)=O.[Na+]. The catalyst is [O-]CC.[Ti+4].[O-]CC.[O-]CC.[O-]CC.CCOC(C)=O. The product is [Br:8][C:9]1[CH:18]=[C:17]2[C:12]([CH2:13][CH2:14][C:15]3([CH2:21][CH2:20]3)[C:16]2=[N:7][S:5]([C:2]([CH3:4])([CH3:3])[CH3:1])=[O:6])=[CH:11][CH:10]=1. The yield is 0.400.